Dataset: Reaction yield outcomes from USPTO patents with 853,638 reactions. Task: Predict the reaction yield, written as a fraction of the theoretical maximum amount of product (1.0 means a 100% yield; for example, 0.34 means a 34% yield). (1) The reactants are [NH2:1][C:2]([CH3:6])([CH3:5])[CH2:3][OH:4].C(N(CC)C(C)C)(C)C.[Br:16][C:17]1[C:25]([O:26][CH3:27])=[CH:24][C:20]([C:21](Cl)=O)=[CH:19][C:18]=1[O:28][CH3:29].S(Cl)(Cl)=O.[OH-].[Na+]. The catalyst is C(Cl)Cl.C(OCC)C. The product is [Br:16][C:17]1[C:25]([O:26][CH3:27])=[CH:24][C:20]([C:21]2[O:4][CH2:3][C:2]([CH3:6])([CH3:5])[N:1]=2)=[CH:19][C:18]=1[O:28][CH3:29]. The yield is 0.770. (2) The reactants are [CH3:1][C:2]1[N:29]=[C:5]2[NH:6][C:7](=[O:28])[C:8]([CH2:13][C:14]3[CH:19]=[CH:18][C:17]([C:20]4[C:21]([C:26]#[N:27])=[CH:22][CH:23]=[CH:24][CH:25]=4)=[CH:16][CH:15]=3)=[C:9]([CH2:10][CH2:11][CH3:12])[N:4]2[N:3]=1.[CH2:30]([C:32]1[N:37]=[CH:36][C:35]([CH2:38]O)=[CH:34][CH:33]=1)[CH3:31].C(P(CCCC)CCCC)CCC.N(C(N1CCCCC1)=O)=NC(N1CCCCC1)=O. The catalyst is C1COCC1.C(OCC)(=O)C. The product is [CH2:30]([C:32]1[N:37]=[CH:36][C:35]([CH2:38][N:6]2[C:7](=[O:28])[C:8]([CH2:13][C:14]3[CH:19]=[CH:18][C:17]([C:20]4[C:21]([C:26]#[N:27])=[CH:22][CH:23]=[CH:24][CH:25]=4)=[CH:16][CH:15]=3)=[C:9]([CH2:10][CH2:11][CH3:12])[N:4]3[N:3]=[C:2]([CH3:1])[N:29]=[C:5]23)=[CH:34][CH:33]=1)[CH3:31]. The yield is 0.490.